This data is from NCI-60 drug combinations with 297,098 pairs across 59 cell lines. The task is: Regression. Given two drug SMILES strings and cell line genomic features, predict the synergy score measuring deviation from expected non-interaction effect. (1) Drug 1: C1=CC(=CC=C1C#N)C(C2=CC=C(C=C2)C#N)N3C=NC=N3. Drug 2: CC1=C(C(=O)C2=C(C1=O)N3CC4C(C3(C2COC(=O)N)OC)N4)N. Cell line: LOX IMVI. Synergy scores: CSS=37.9, Synergy_ZIP=2.18, Synergy_Bliss=-0.233, Synergy_Loewe=-20.3, Synergy_HSA=-2.78. (2) Cell line: U251. Drug 1: CCC(=C(C1=CC=CC=C1)C2=CC=C(C=C2)OCCN(C)C)C3=CC=CC=C3.C(C(=O)O)C(CC(=O)O)(C(=O)O)O. Synergy scores: CSS=1.21, Synergy_ZIP=1.30, Synergy_Bliss=8.71, Synergy_Loewe=0.952, Synergy_HSA=3.36. Drug 2: C1=CC=C(C(=C1)C(C2=CC=C(C=C2)Cl)C(Cl)Cl)Cl. (3) Drug 1: CCN(CC)CCNC(=O)C1=C(NC(=C1C)C=C2C3=C(C=CC(=C3)F)NC2=O)C. Synergy scores: CSS=25.0, Synergy_ZIP=-9.03, Synergy_Bliss=-3.93, Synergy_Loewe=-7.20, Synergy_HSA=-2.00. Cell line: MDA-MB-435. Drug 2: C1CCC(C(C1)N)N.C(=O)(C(=O)[O-])[O-].[Pt+4]. (4) Drug 1: C1CN1P(=S)(N2CC2)N3CC3. Drug 2: CC1=C(N=C(N=C1N)C(CC(=O)N)NCC(C(=O)N)N)C(=O)NC(C(C2=CN=CN2)OC3C(C(C(C(O3)CO)O)O)OC4C(C(C(C(O4)CO)O)OC(=O)N)O)C(=O)NC(C)C(C(C)C(=O)NC(C(C)O)C(=O)NCCC5=NC(=CS5)C6=NC(=CS6)C(=O)NCCC[S+](C)C)O. Cell line: T-47D. Synergy scores: CSS=6.87, Synergy_ZIP=-4.83, Synergy_Bliss=-3.11, Synergy_Loewe=-1.82, Synergy_HSA=-1.17. (5) Drug 1: C1=CC=C(C(=C1)C(C2=CC=C(C=C2)Cl)C(Cl)Cl)Cl. Drug 2: C(CCl)NC(=O)N(CCCl)N=O. Cell line: UACC62. Synergy scores: CSS=14.5, Synergy_ZIP=-4.82, Synergy_Bliss=3.32, Synergy_Loewe=-9.46, Synergy_HSA=2.36. (6) Drug 1: CC(CN1CC(=O)NC(=O)C1)N2CC(=O)NC(=O)C2. Drug 2: CN1C2=C(C=C(C=C2)N(CCCl)CCCl)N=C1CCCC(=O)O.Cl. Cell line: HCC-2998. Synergy scores: CSS=15.6, Synergy_ZIP=-1.47, Synergy_Bliss=4.54, Synergy_Loewe=2.46, Synergy_HSA=2.28.